Task: Regression. Given two drug SMILES strings and cell line genomic features, predict the synergy score measuring deviation from expected non-interaction effect.. Dataset: NCI-60 drug combinations with 297,098 pairs across 59 cell lines (1) Drug 1: C1=CC(=C2C(=C1NCCNCCO)C(=O)C3=C(C=CC(=C3C2=O)O)O)NCCNCCO. Drug 2: CC1C(C(CC(O1)OC2CC(CC3=C2C(=C4C(=C3O)C(=O)C5=CC=CC=C5C4=O)O)(C(=O)C)O)N)O. Cell line: SF-268. Synergy scores: CSS=49.7, Synergy_ZIP=5.36, Synergy_Bliss=5.47, Synergy_Loewe=2.50, Synergy_HSA=7.34. (2) Synergy scores: CSS=38.0, Synergy_ZIP=-8.96, Synergy_Bliss=-2.38, Synergy_Loewe=-8.32, Synergy_HSA=0.153. Drug 1: CNC(=O)C1=CC=CC=C1SC2=CC3=C(C=C2)C(=NN3)C=CC4=CC=CC=N4. Drug 2: C1=CN(C(=O)N=C1N)C2C(C(C(O2)CO)O)O.Cl. Cell line: NCI-H522. (3) Drug 1: C1=CC(=C2C(=C1NCCNCCO)C(=O)C3=C(C=CC(=C3C2=O)O)O)NCCNCCO. Drug 2: C1CNP(=O)(OC1)N(CCCl)CCCl. Cell line: NCIH23. Synergy scores: CSS=59.9, Synergy_ZIP=13.1, Synergy_Bliss=8.00, Synergy_Loewe=-58.0, Synergy_HSA=6.35. (4) Drug 1: CN1C(=O)N2C=NC(=C2N=N1)C(=O)N. Drug 2: CCC1(C2=C(COC1=O)C(=O)N3CC4=CC5=C(C=CC(=C5CN(C)C)O)N=C4C3=C2)O.Cl. Cell line: HS 578T. Synergy scores: CSS=9.41, Synergy_ZIP=-4.35, Synergy_Bliss=-1.19, Synergy_Loewe=-6.75, Synergy_HSA=-1.68.